Dataset: Full USPTO retrosynthesis dataset with 1.9M reactions from patents (1976-2016). Task: Predict the reactants needed to synthesize the given product. (1) Given the product [CH2:1]([N:8]([C@H:9]([CH:14]1[CH2:16][CH2:15]1)[C:10]([F:13])([F:12])[F:11])[C:25](=[O:26])[CH2:24][Br:23])[C:2]1[CH:7]=[CH:6][CH:5]=[CH:4][CH:3]=1, predict the reactants needed to synthesize it. The reactants are: [CH2:1]([NH:8][C@H:9]([CH:14]1[CH2:16][CH2:15]1)[C:10]([F:13])([F:12])[F:11])[C:2]1[CH:7]=[CH:6][CH:5]=[CH:4][CH:3]=1.N1C=CC=CC=1.[Br:23][CH2:24][C:25](Br)=[O:26]. (2) Given the product [O:8]1[C:9]2[C:4](=[CH:3][C:2]([N:1]3[CH2:18][CH2:17][NH:16][CH2:15][CH2:14]3)=[CH:11][CH:10]=2)[CH2:5][CH2:6][CH2:7]1, predict the reactants needed to synthesize it. The reactants are: [NH2:1][C:2]1[CH:3]=[C:4]2[C:9](=[CH:10][CH:11]=1)[O:8][CH2:7][CH2:6][CH2:5]2.Cl.Cl[CH2:14][CH2:15][NH:16][CH2:17][CH2:18]Cl.C(=O)([O-])[O-].[K+].[K+]. (3) Given the product [Si:21]([O:28][C@@H:29]1[CH2:33][CH2:32][N:31]([C:34]2[CH:35]=[CH:36][C:37]([NH:15][C:12]3[N:13]=[CH:14][C:9]4[C:8]5[CH:16]=[CH:17][N:18]=[C:19]([F:20])[C:7]=5[N:6]([CH:1]5[CH2:2][CH2:3][CH2:4][CH2:5]5)[C:10]=4[N:11]=3)=[N:38][CH:39]=2)[CH2:30]1)([C:24]([CH3:27])([CH3:25])[CH3:26])([CH3:23])[CH3:22], predict the reactants needed to synthesize it. The reactants are: [CH:1]1([N:6]2[C:10]3[N:11]=[C:12]([NH2:15])[N:13]=[CH:14][C:9]=3[C:8]3[CH:16]=[CH:17][N:18]=[C:19]([F:20])[C:7]2=3)[CH2:5][CH2:4][CH2:3][CH2:2]1.[Si:21]([O:28][C@@H:29]1[CH2:33][CH2:32][N:31]([C:34]2[CH:35]=[CH:36][C:37](Cl)=[N:38][CH:39]=2)[CH2:30]1)([C:24]([CH3:27])([CH3:26])[CH3:25])([CH3:23])[CH3:22].C1(P(C2C=CC=CC=2)C2C3OC4C(=CC=CC=4P(C4C=CC=CC=4)C4C=CC=CC=4)C(C)(C)C=3C=CC=2)C=CC=CC=1.CC(C)([O-])C.[Na+]. (4) Given the product [NH2:1][CH2:4][C@@H:5]1[C@H:9]2[O:10][C:11]([CH3:13])([CH3:14])[O:12][C@H:8]2[C@H:7]([N:15]2[C:19]3[N:20]=[CH:21][N:22]=[C:23]([NH:24][CH:25]4[CH2:27][CH2:26]4)[C:18]=3[CH:17]=[CH:16]2)[CH2:6]1, predict the reactants needed to synthesize it. The reactants are: [N:1]([CH2:4][C@@H:5]1[C@H:9]2[O:10][C:11]([CH3:14])([CH3:13])[O:12][C@H:8]2[C@H:7]([N:15]2[C:19]3[N:20]=[CH:21][N:22]=[C:23]([NH:24][CH:25]4[CH2:27][CH2:26]4)[C:18]=3[CH:17]=[CH:16]2)[CH2:6]1)=[N+]=[N-].CP(C)C.O. (5) Given the product [C:4]([O:3][C:1]([NH:8][C@@H:9]([CH2:10][C:11]1[CH:12]=[CH:13][C:14]([OH:17])=[CH:15][CH:16]=1)[C:18]([O:20][CH2:28][CH2:29][CH2:30][CH2:31][O:32][N+:33]([O-:35])=[O:34])=[O:19])=[O:2])([CH3:5])([CH3:7])[CH3:6], predict the reactants needed to synthesize it. The reactants are: [C:1]([NH:8][C@H:9]([C:18]([OH:20])=[O:19])[CH2:10][C:11]1[CH:16]=[CH:15][C:14]([OH:17])=[CH:13][CH:12]=1)([O:3][C:4]([CH3:7])([CH3:6])[CH3:5])=[O:2].C(=O)([O-])[O-].[Cs+].[Cs+].Br[CH2:28][CH2:29][CH2:30][CH2:31][O:32][N+:33]([O-:35])=[O:34]. (6) Given the product [NH2:39][C:40]1[NH:44][N:43]=[C:42]([C:52]2[CH:53]=[CH:54][C:55]([O:56][CH2:57][C:58]#[C:59][C:60]3[S:64][C:63]([N:65]4[CH2:74][CH2:73][C:72]5[C:67](=[C:68]([C:75](=[O:93])[NH:76][C:84]6[S:85][C:86]7[CH:92]=[CH:91][CH:90]=[CH:89][C:87]=7[N:88]=6)[CH:69]=[CH:70][CH:71]=5)[CH2:66]4)=[N:62][C:61]=3[C:94]([OH:96])=[O:95])=[CH:99][CH:100]=2)[C:41]=1[C:101]#[N:102], predict the reactants needed to synthesize it. The reactants are: S1C2C=CC=CC=2N=C1NC(C1C=CC=C2C=1CN(C1SC(C3C=CC(CO)=CC=3)=C(C(O)=O)N=1)CC2)=O.[NH2:39][C:40]1[N:44](C(OC(C)(C)C)=O)[N:43]=[C:42]([C:52]2[CH:100]=[CH:99][C:55]([O:56][CH2:57][C:58]#[C:59][C:60]3[S:64][C:63]([N:65]4[CH2:74][CH2:73][C:72]5[C:67](=[C:68]([C:75](=[O:93])[N:76]([C:84]6[S:85][C:86]7[CH:92]=[CH:91][CH:90]=[CH:89][C:87]=7[N:88]=6)C(OC(C)(C)C)=O)[CH:69]=[CH:70][CH:71]=5)[CH2:66]4)=[N:62][C:61]=3[C:94]([O:96]CC)=[O:95])=[CH:54][CH:53]=2)[C:41]=1[C:101]#[N:102]. (7) The reactants are: [CH2:1]([N:3]1[CH2:8][C:7]([CH3:10])([CH3:9])[O:6][C:5](=[O:11])[CH:4]1[CH2:12][C:13]([OH:15])=O)[CH3:2].C(N(C(C)C)CC)(C)C.CN(C(ON1N=NC2C=CC=NC1=2)=[N+](C)C)C.F[P-](F)(F)(F)(F)F.[C:49]1([C:55]2[CH:62]=[CH:61][CH:60]=[CH:59][C:56]=2[CH2:57][NH2:58])[CH:54]=[CH:53][CH:52]=[CH:51][CH:50]=1. Given the product [C:55]1([C:49]2[CH:54]=[CH:53][CH:52]=[CH:51][CH:50]=2)[CH:62]=[CH:61][CH:60]=[CH:59][C:56]=1[CH2:57][NH:58][C:13](=[O:15])[CH2:12][CH:4]1[C:5](=[O:11])[O:6][C:7]([CH3:9])([CH3:10])[CH2:8][N:3]1[CH2:1][CH3:2], predict the reactants needed to synthesize it. (8) The reactants are: [F:1][C:2]1[CH:3]=[C:4]([C:8]2[C:16]3[C:11](=[CH:12]C(C#N)=[CH:14][CH:15]=3)[NH:10][N:9]=2)[CH:5]=[CH:6][CH:7]=1.[C:19]([OH:22])(=[O:21])[CH3:20].O.S(=O)(=O)(O)O. Given the product [F:1][C:2]1[CH:3]=[C:4]([C:8]2[C:16]3[C:11](=[CH:12][C:20]([C:19]([OH:22])=[O:21])=[CH:14][CH:15]=3)[NH:10][N:9]=2)[CH:5]=[CH:6][CH:7]=1, predict the reactants needed to synthesize it. (9) Given the product [CH2:1]([O:4][C:5]1[CH:10]=[CH:9][C:8]([C:11]2[O:15][N:14]=[C:13]([C:16]3[CH:21]=[CH:20][C:19]([OH:22])=[C:18]([I:26])[CH:17]=3)[N:12]=2)=[CH:7][C:6]=1[O:27][CH3:28])[CH2:2][CH3:3], predict the reactants needed to synthesize it. The reactants are: [CH2:1]([O:4][C:5]1[CH:10]=[CH:9][C:8]([C:11]2[O:15][N:14]=[C:13]([C:16]3[CH:21]=[CH:20][C:19]([O:22]C(C)C)=[C:18]([I:26])[CH:17]=3)[N:12]=2)=[CH:7][C:6]=1[O:27][CH3:28])[CH2:2][CH3:3].ClC1C=C(C2ON=C(C3C=CC(OC(C)C)=C(I)C=3)N=2)C=CC=1OCCC. (10) Given the product [CH3:34][O:33][C:23]1[CH:22]=[C:21]([C:18]2[N:35]3[CH2:2][CH2:3][CH2:4][CH:5]([C:6]4[CH:11]=[CH:10][C:9]([C:12]([F:15])([F:14])[F:13])=[CH:8][CH:7]=4)[C:16]3=[N:20][N:19]=2)[CH:26]=[CH:25][C:24]=1[C:27]1[O:31][C:30]([CH3:32])=[N:29][CH:28]=1, predict the reactants needed to synthesize it. The reactants are: Cl[CH2:2][CH2:3][CH2:4][CH:5]([C:16]1O[C:18]([C:21]2[CH:26]=[CH:25][C:24]([C:27]3[O:31][C:30]([CH3:32])=[N:29][CH:28]=3)=[C:23]([O:33][CH3:34])[CH:22]=2)=[N:19][N:20]=1)[C:6]1[CH:11]=[CH:10][C:9]([C:12]([F:15])([F:14])[F:13])=[CH:8][CH:7]=1.[N-:35]=[N+]=[N-].[Na+].C1(P(C2C=CC=CC=2)C2C=CC=CC=2)C=CC=CC=1.